Task: Predict the reaction yield, written as a fraction of the theoretical maximum amount of product (1.0 means a 100% yield; for example, 0.34 means a 34% yield).. Dataset: Reaction yield outcomes from USPTO patents with 853,638 reactions (1) The reactants are [F:1][C:2]1[CH:50]=[CH:49][CH:48]=[C:47]([F:51])[C:3]=1[C:4]([NH:6][C:7]1[CH:12]=[C:11]([C:13]2[C:21]([C:22]3[CH:27]=[CH:26][N:25]=[C:24]([NH:28][C:29]4[CH:38]=[C:37]5[C:32]([CH2:33][CH2:34][N:35](C(=O)C(F)(F)F)[CH2:36]5)=[CH:31][CH:30]=4)[N:23]=3)=[C:16]3[CH:17]=[CH:18][CH:19]=[CH:20][N:15]3[N:14]=2)[CH:10]=[CH:9][C:8]=1[O:45][CH3:46])=[O:5].C1COCC1.[Li+].[OH-]. The catalyst is O. The product is [F:51][C:47]1[CH:48]=[CH:49][CH:50]=[C:2]([F:1])[C:3]=1[C:4]([NH:6][C:7]1[CH:12]=[C:11]([C:13]2[C:21]([C:22]3[CH:27]=[CH:26][N:25]=[C:24]([NH:28][C:29]4[CH:38]=[C:37]5[C:32]([CH2:33][CH2:34][NH:35][CH2:36]5)=[CH:31][CH:30]=4)[N:23]=3)=[C:16]3[CH:17]=[CH:18][CH:19]=[CH:20][N:15]3[N:14]=2)[CH:10]=[CH:9][C:8]=1[O:45][CH3:46])=[O:5]. The yield is 0.740. (2) The reactants are N(C(OC(C)C)=O)=NC(OC(C)C)=O.[OH:15][CH2:16][C:17]1[N:18]([S:22]([C:25]2[CH:30]=[CH:29][C:28]([CH3:31])=[CH:27][CH:26]=2)(=[O:24])=[O:23])[CH:19]=[CH:20][N:21]=1.C1(P(C2C=CC=CC=2)C2C=CC=CC=2)C=CC=CC=1.O[N:52]1[C:56](=[O:57])[C:55]2=[CH:58][CH:59]=[CH:60][CH:61]=[C:54]2[C:53]1=[O:62]. The catalyst is C1COCC1. The product is [C:28]1([CH3:31])[CH:29]=[CH:30][C:25]([S:22]([N:18]2[CH:19]=[CH:20][N:21]=[C:17]2[CH2:16][O:15][N:52]2[C:56](=[O:57])[C:55]3[C:54](=[CH:61][CH:60]=[CH:59][CH:58]=3)[C:53]2=[O:62])(=[O:24])=[O:23])=[CH:26][CH:27]=1. The yield is 0.610. (3) The reactants are [F:1][C:2]1[CH:20]=[CH:19][C:5]([CH2:6][NH:7][C@H:8]2[C@H:13]3[CH2:14][C@H:10]([CH2:11][CH2:12]3)[C@H:9]2[C:15](OC)=[O:16])=[CH:4][CH:3]=1.[CH3:21][S:22]([NH:25][C:26]1[CH:41]=[CH:40][C:29]2[NH:30][C:31]([CH2:36][C:37](O)=[O:38])=[CH:32][S:33](=[O:35])(=[O:34])[C:28]=2[CH:27]=1)(=[O:24])=[O:23].CN1CCOCC1.Cl.CN(C)CCCN=C=NCC.[O-]CC.[Na+]. The catalyst is CN(C)C=O.C(O)C. The product is [F:1][C:2]1[CH:20]=[CH:19][C:5]([CH2:6][N:7]2[C:37](=[O:38])[C:36]([C:31]3[NH:30][C:29]4[CH:40]=[CH:41][C:26]([NH:25][S:22]([CH3:21])(=[O:23])=[O:24])=[CH:27][C:28]=4[S:33](=[O:35])(=[O:34])[CH:32]=3)=[C:15]([OH:16])[C@H:9]3[C@@H:8]2[C@H:13]2[CH2:14][C@@H:10]3[CH2:11][CH2:12]2)=[CH:4][CH:3]=1. The yield is 0.0530. (4) The reactants are C1([NH:7][C:8]([C:10]2[C:11](=[O:23])[N:12]([CH3:22])[C:13]3[C:18]([C:19]=2O)=[CH:17][C:16]([F:21])=[CH:15][CH:14]=3)=O)CCCCC1.P(Cl)(Cl)([Cl:26])=O. No catalyst specified. The product is [Cl:26][C:19]1[C:18]2[C:13](=[CH:14][CH:15]=[C:16]([F:21])[CH:17]=2)[N:12]([CH3:22])[C:11](=[O:23])[C:10]=1[C:8]#[N:7]. The yield is 0.560.